Dataset: Full USPTO retrosynthesis dataset with 1.9M reactions from patents (1976-2016). Task: Predict the reactants needed to synthesize the given product. (1) Given the product [CH2:36]([N:21]([CH:16]1[CH2:15][CH2:14][C:13]2[CH:12]=[C:11]([S:10][C:7]([CH3:8])([CH3:9])[C:6]([OH:38])=[O:5])[CH:20]=[CH:19][C:18]=2[CH2:17]1)[C:22]([NH:24][C:25]1[CH:26]=[CH:27][C:28]([O:31][C:32]([F:35])([F:33])[F:34])=[CH:29][CH:30]=1)=[O:23])[CH3:37], predict the reactants needed to synthesize it. The reactants are: C([O:5][C:6](=[O:38])[C:7]([S:10][C:11]1[CH:20]=[CH:19][C:18]2[CH2:17][CH:16]([N:21]([CH2:36][CH3:37])[C:22]([NH:24][C:25]3[CH:30]=[CH:29][C:28]([O:31][C:32]([F:35])([F:34])[F:33])=[CH:27][CH:26]=3)=[O:23])[CH2:15][CH2:14][C:13]=2[CH:12]=1)([CH3:9])[CH3:8])(C)(C)C.C(O)(C(F)(F)F)=O. (2) Given the product [NH2:7][CH2:8][C:9]1[CH:14]=[C:13]([CH:12]=[C:11]([Cl:23])[C:10]=1[F:24])[C:15]([NH:16][CH2:17][CH2:18][N:19]([CH3:21])[CH3:20])=[O:22], predict the reactants needed to synthesize it. The reactants are: C(OC(=O)[NH:7][CH2:8][C:9]1[CH:14]=[C:13]([C:15](=[O:22])[NH:16][CH2:17][CH2:18][N:19]([CH3:21])[CH3:20])[CH:12]=[C:11]([Cl:23])[C:10]=1[F:24])(C)(C)C.C(O)(C(F)(F)F)=O. (3) Given the product [C:22]([O:25][C:6]1[CH:5]=[CH:10][CH:9]=[C:8]([C:11](=[O:21])[NH:12][C:13]2[S:14][CH:15]=[C:16]([S:18]([CH3:20])=[O:19])[N:17]=2)[CH:7]=1)(=[O:24])[CH3:23], predict the reactants needed to synthesize it. The reactants are: C(O[C:5]1[CH:10]=[CH:9][C:8]([C:11](=[O:21])[NH:12][C:13]2[S:14][CH:15]=[C:16]([S:18]([CH3:20])=[O:19])[N:17]=2)=[CH:7][CH:6]=1)(=O)C.[C:22]([O:25]C1C=CC=C(C(=O)NC2SC=C(SC)N=2)C=1)(=[O:24])[CH3:23].